This data is from Forward reaction prediction with 1.9M reactions from USPTO patents (1976-2016). The task is: Predict the product of the given reaction. (1) Given the reactants [Br:1][C:2]1[N:7]=[C:6]([C:8]([OH:10])=[O:9])[CH:5]=[CH:4][CH:3]=1.Cl.[CH2:12](O)[CH3:13], predict the reaction product. The product is: [Br:1][C:2]1[N:7]=[C:6]([C:8]([O:10][CH2:12][CH3:13])=[O:9])[CH:5]=[CH:4][CH:3]=1. (2) Given the reactants Cl.[CH3:2][N:3](C)[CH2:4]CCN=C=NCC.C[O:14][CH2:15][CH:16]([O:18][C:19]1[CH:20]=[C:21]([CH:25]=[C:26]([O:28][C:29]2[CH:34]=[CH:33][C:32]([C:35]3[O:36][C:37]([CH3:40])=[N:38][N:39]=3)=[CH:31][CH:30]=2)[CH:27]=1)[C:22](O)=[O:23])[CH3:17].[NH2:41][C:42]1[S:43][CH:44]=[CH:45][N:46]=1, predict the reaction product. The product is: [CH3:40][C:37]1[O:36][C:35]([C:32]2[CH:33]=[CH:34][C:29]([O:28][C:26]3[CH:25]=[C:21]([CH:20]=[C:19]([O:18][CH:16]4[CH2:17][CH2:2][N:3]([CH3:4])[C:15]4=[O:14])[CH:27]=3)[C:22]([NH:41][C:42]3[S:43][CH:44]=[CH:45][N:46]=3)=[O:23])=[CH:30][CH:31]=2)=[N:39][N:38]=1. (3) Given the reactants [CH:1]([CH:4]1[N:13]2[C:8](=[CH:9][C:10](=[O:19])[C:11]([C:14]([O:16]CC)=[O:15])=[CH:12]2)[C:7]2[CH:20]=[C:21]([O:31][CH3:32])[C:22]([O:24][CH2:25][CH2:26][CH2:27][CH2:28][O:29][CH3:30])=[CH:23][C:6]=2[CH2:5]1)([CH3:3])[CH3:2].CO.O[Li].O, predict the reaction product. The product is: [CH:1]([CH:4]1[N:13]2[C:8](=[CH:9][C:10](=[O:19])[C:11]([C:14]([OH:16])=[O:15])=[CH:12]2)[C:7]2[CH:20]=[C:21]([O:31][CH3:32])[C:22]([O:24][CH2:25][CH2:26][CH2:27][CH2:28][O:29][CH3:30])=[CH:23][C:6]=2[CH2:5]1)([CH3:3])[CH3:2]. (4) The product is: [OH:36][C@H:34]([CH3:35])[C@H:33]([NH:32][C:28]([C:26]1[NH:27][C:23]([C:8]2[CH:9]=[C:10]([O:12][Si:13]([CH:20]([CH3:21])[CH3:22])([CH:17]([CH3:18])[CH3:19])[CH:14]([CH3:15])[CH3:16])[CH:11]=[C:6]([O:5][C@@H:4]([CH3:31])[CH2:3][O:2][CH3:1])[CH:7]=2)=[CH:24][CH:25]=1)=[O:29])[CH3:37]. Given the reactants [CH3:1][O:2][CH2:3][C@H:4]([CH3:31])[O:5][C:6]1[CH:7]=[C:8]([C:23]2[NH:27][C:26]([C:28](O)=[O:29])=[CH:25][CH:24]=2)[CH:9]=[C:10]([O:12][Si:13]([CH:20]([CH3:22])[CH3:21])([CH:17]([CH3:19])[CH3:18])[CH:14]([CH3:16])[CH3:15])[CH:11]=1.[NH2:32][C@H:33]([CH3:37])[C@H:34]([OH:36])[CH3:35].[Cl-].COC1N=C(OC)N=C([N+]2(C)CCOCC2)N=1, predict the reaction product. (5) Given the reactants I[C:2]1[CH:3]=[C:4]([CH:8]([O:18][CH:19]2[CH2:24][CH2:23][N:22]([CH3:25])[CH2:21][CH2:20]2)[C:9]2[S:10][C:11]3[CH:17]=[CH:16][CH:15]=[CH:14][C:12]=3[N:13]=2)[CH:5]=[CH:6][CH:7]=1.CC1C=NC2C(C=1C)=CC=C1C=2N=CC(C)=C1C.[C:44](=[O:47])([O-:46])[O-].[Cs+].[Cs+].[CH2:50]([OH:54])[CH2:51][CH2:52][OH:53], predict the reaction product. The product is: [S:10]1[C:11]2[CH:17]=[CH:16][CH:15]=[CH:14][C:12]=2[N:13]=[C:9]1[CH:8]([O:18][CH:19]1[CH2:24][CH2:23][N:22]([CH3:25])[CH2:21][CH2:20]1)[C:4]1[CH:3]=[C:2]([CH:7]=[CH:6][CH:5]=1)[O:53][CH2:52][CH2:51][CH2:50][OH:54].[C:19]([O-:18])(=[O:53])[C:44]([O-:46])=[O:47]. (6) Given the reactants Cl[C:2]1[N:3]=[C:4]([C:9]2[C:17]3[C:12](=[N:13][CH:14]=[CH:15][CH:16]=3)[N:11]([CH2:18][C:19]3[CH:24]=[CH:23][CH:22]=[CH:21][C:20]=3[F:25])[N:10]=2)[N:5]=[N:6][C:7]=1[Cl:8].[NH3:26], predict the reaction product. The product is: [Cl:8][C:7]1[N:6]=[N:5][C:4]([C:9]2[C:17]3[C:12](=[N:13][CH:14]=[CH:15][CH:16]=3)[N:11]([CH2:18][C:19]3[CH:24]=[CH:23][CH:22]=[CH:21][C:20]=3[F:25])[N:10]=2)=[N:3][C:2]=1[NH2:26].